This data is from NCI-60 drug combinations with 297,098 pairs across 59 cell lines. The task is: Regression. Given two drug SMILES strings and cell line genomic features, predict the synergy score measuring deviation from expected non-interaction effect. (1) Cell line: OVCAR3. Drug 1: CS(=O)(=O)C1=CC(=C(C=C1)C(=O)NC2=CC(=C(C=C2)Cl)C3=CC=CC=N3)Cl. Synergy scores: CSS=25.9, Synergy_ZIP=-0.0278, Synergy_Bliss=0.408, Synergy_Loewe=-16.3, Synergy_HSA=-1.08. Drug 2: CC12CCC3C(C1CCC2=O)CC(=C)C4=CC(=O)C=CC34C. (2) Drug 1: CCCS(=O)(=O)NC1=C(C(=C(C=C1)F)C(=O)C2=CNC3=C2C=C(C=N3)C4=CC=C(C=C4)Cl)F. Drug 2: C1CC(=O)NC(=O)C1N2CC3=C(C2=O)C=CC=C3N. Cell line: NCI-H522. Synergy scores: CSS=2.80, Synergy_ZIP=-1.27, Synergy_Bliss=-1.53, Synergy_Loewe=-1.91, Synergy_HSA=-1.73. (3) Drug 1: C(CC(=O)O)C(=O)CN.Cl. Drug 2: COCCOC1=C(C=C2C(=C1)C(=NC=N2)NC3=CC=CC(=C3)C#C)OCCOC.Cl. Cell line: SK-MEL-5. Synergy scores: CSS=5.55, Synergy_ZIP=-2.24, Synergy_Bliss=-1.77, Synergy_Loewe=-3.77, Synergy_HSA=-2.73. (4) Drug 1: C1CC(=O)NC(=O)C1N2CC3=C(C2=O)C=CC=C3N. Drug 2: CC1C(C(=O)NC(C(=O)N2CCCC2C(=O)N(CC(=O)N(C(C(=O)O1)C(C)C)C)C)C(C)C)NC(=O)C3=C4C(=C(C=C3)C)OC5=C(C(=O)C(=C(C5=N4)C(=O)NC6C(OC(=O)C(N(C(=O)CN(C(=O)C7CCCN7C(=O)C(NC6=O)C(C)C)C)C)C(C)C)C)N)C. Cell line: OVCAR-5. Synergy scores: CSS=5.01, Synergy_ZIP=3.90, Synergy_Bliss=6.33, Synergy_Loewe=5.69, Synergy_HSA=5.69.